Dataset: Full USPTO retrosynthesis dataset with 1.9M reactions from patents (1976-2016). Task: Predict the reactants needed to synthesize the given product. (1) The reactants are: [NH:1]([CH2:5][CH2:6][OH:7])[CH2:2][CH2:3][OH:4].[C:8]1([N:14]=[C:15]=[O:16])[CH:13]=[CH:12][CH:11]=[CH:10][CH:9]=1. Given the product [OH:4][CH2:3][CH2:2][N:1]([CH2:5][CH2:6][OH:7])[C:15]([NH:14][C:8]1[CH:13]=[CH:12][CH:11]=[CH:10][CH:9]=1)=[O:16], predict the reactants needed to synthesize it. (2) Given the product [CH2:27]([NH:26][C:23]1[N:22]=[C:21]([NH:31][C@H:32]2[CH2:33][CH2:34][C@H:35]([OH:38])[CH2:36][CH2:37]2)[C:20]([C:5]2[CH:4]=[CH:3][C:2]([F:1])=[CH:7][N:6]=2)=[CH:25][N:24]=1)[CH2:28][CH2:29][CH3:30], predict the reactants needed to synthesize it. The reactants are: [F:1][C:2]1[CH:3]=[CH:4][C:5]([B-](O)(O)O)=[N:6][CH:7]=1.[Li+].C(=O)([O-])[O-].[K+].[K+].Br[C:20]1[C:21]([NH:31][CH:32]2[CH2:37][CH2:36][CH:35]([OH:38])[CH2:34][CH2:33]2)=[N:22][C:23]([NH:26][CH2:27][CH2:28][CH2:29][CH3:30])=[N:24][CH:25]=1. (3) Given the product [Cl:23][C:10]1[C:9]([C:29]#[C:28][Si:25]([CH3:27])([CH3:26])[CH3:24])=[C:14]([N:15]2[CH2:19][CH2:18][CH2:17][CH:16]2[CH3:20])[N:13]=[C:12]([C:21]#[N:22])[N:11]=1, predict the reactants needed to synthesize it. The reactants are: C(N(CC)CC)C.Br[C:9]1[C:10]([Cl:23])=[N:11][C:12]([C:21]#[N:22])=[N:13][C:14]=1[N:15]1[CH2:19][CH2:18][CH2:17][CH:16]1[CH3:20].[CH3:24][Si:25]([C:28]#[CH:29])([CH3:27])[CH3:26]. (4) Given the product [ClH:42].[O:1]1[C:6]2[CH:7]=[CH:8][C:9]([CH2:11][NH:12][CH:20]3[CH2:21][CH2:22][N:23]([CH2:26][CH2:27][N:28]4[C:37]5[C:32](=[CH:33][C:34]([N+:38]([O-:40])=[O:39])=[CH:35][CH:36]=5)[CH:31]=[CH:30][C:29]4=[O:41])[CH2:24][CH2:25]3)=[CH:10][C:5]=2[O:4][CH2:3][CH2:2]1, predict the reactants needed to synthesize it. The reactants are: [O:1]1[C:6]2[CH:7]=[CH:8][C:9]([CH2:11][N:12]([CH:20]3[CH2:25][CH2:24][N:23]([CH2:26][CH2:27][N:28]4[C:37]5[C:32](=[CH:33][C:34]([N+:38]([O-:40])=[O:39])=[CH:35][CH:36]=5)[CH:31]=[CH:30][C:29]4=[O:41])[CH2:22][CH2:21]3)C(=O)OC(C)(C)C)=[CH:10][C:5]=2[O:4][CH2:3][CH2:2]1.[ClH:42].O1CCOCC1.